Predict the reaction yield, written as a fraction of the theoretical maximum amount of product (1.0 means a 100% yield; for example, 0.34 means a 34% yield). From a dataset of Reaction yield outcomes from USPTO patents with 853,638 reactions. The yield is 0.170. The catalyst is O1CCOCC1. The reactants are [Br:1][C:2]1[CH:3]=[C:4]2[C:11]3([C:15](=[O:16])[NH:14][C:13](=O)[NH:12]3)[CH2:10][CH:9]([C:18]3[CH:23]=[CH:22][CH:21]=[C:20]([F:24])[CH:19]=3)[O:8][C:5]2=[CH:6][CH:7]=1.COC1C=CC(P2(SP(C3C=CC(OC)=CC=3)(=S)S2)=[S:34])=CC=1. The product is [Br:1][C:2]1[CH:3]=[C:4]2[C:11]3([C:15](=[O:16])[NH:14][C:13](=[S:34])[NH:12]3)[CH2:10][CH:9]([C:18]3[CH:23]=[CH:22][CH:21]=[C:20]([F:24])[CH:19]=3)[O:8][C:5]2=[CH:6][CH:7]=1.